This data is from Experimentally validated miRNA-target interactions with 360,000+ pairs, plus equal number of negative samples. The task is: Binary Classification. Given a miRNA mature sequence and a target amino acid sequence, predict their likelihood of interaction. (1) The protein sequence of the target gene is MAAVQAPGEKINILAGETAKVGDPQKNEWPEQDRLPERSWRHKCASYVLALRPWSFSASLTPVALGSALAYRSQGVLDPRLLLGCAVAVLAVHGAGNLVNTYYDFSKGIDHKKSDDRTLVDRILEPQDVVRFGVFLYTLGCVCAACLYYLSALKLEHLALIYFGGLSGSFLYTGGIGFKYVALGDLVILITFGPLAVMFAYAVQVGSLAIFPLIYAIPLALSTEAILHSNNTRDMESDREAGIVTLAILIGPTFSYVLYNTLLFVPYLIFTILATHCSISLALPLLTIPMAFSLERQFRS.... Result: 1 (interaction). The miRNA is mmu-miR-15a-5p with sequence UAGCAGCACAUAAUGGUUUGUG. (2) The miRNA is mmu-miR-872-5p with sequence AAGGUUACUUGUUAGUUCAGG. The protein sequence of the target gene is MKILLIIFVLIIWTETLADQSPGPGPVYADVVFLVDSSDHLGPKSFPFVKTFINKMINSLPIEANKYRVALAQYSDEFHSEFHLSTFKGRSPMLNHLKKNFQFIGGSLQIGKALQEAHRTYFSAPINGRDRKQFPPILVVLASAESEDEVEEASKALQKDGVKIISVGVQKASEENLKAMATSHFHFNLRTIRDLSTFSQNMTQIIKDVTKYKEGAVDADMQVHFPISCQKDSLADLVFLVDESLGTGGNLRHLQTFLENITSSMDVKENCMRLGLMSYSNSAKTISFLKSSTTQSEFQQ.... Result: 0 (no interaction).